This data is from Full USPTO retrosynthesis dataset with 1.9M reactions from patents (1976-2016). The task is: Predict the reactants needed to synthesize the given product. (1) Given the product [C:2]([C:10]1[CH:15]=[C:14]([C:22]([OH:24])=[O:23])[C:13]([OH:20])=[CH:12][CH:11]=1)([CH2:5][C:6]([CH3:9])([CH3:8])[CH3:7])([CH3:4])[CH3:3], predict the reactants needed to synthesize it. The reactants are: [Na].[C:2]([C:10]1[CH:15]=[CH:14][CH:13]=[CH:12][C:11]=1O)([CH2:5][C:6]([CH3:9])([CH3:8])[CH3:7])([CH3:4])[CH3:3].C1C[O:20]CC1.[C:22](=[O:24])=[O:23]. (2) Given the product [ClH:49].[ClH:49].[CH3:1][C:2]1[CH:11]=[CH:10][C:9]2[C:4](=[CH:5][CH:6]=[CH:7][C:8]=2[CH:12]2[CH2:17][CH2:16][N:15]([CH2:18][CH2:19][C:20]3[C:29]4[O:28][CH2:27][C:26]5=[C:30]([C:33]([NH2:42])=[O:35])[N:31]=[N:32][N:25]5[C:24]=4[CH:23]=[CH:22][CH:21]=3)[CH2:14][CH2:13]2)[N:3]=1, predict the reactants needed to synthesize it. The reactants are: [CH3:1][C:2]1[CH:11]=[CH:10][C:9]2[C:4](=[CH:5][CH:6]=[CH:7][C:8]=2[CH:12]2[CH2:17][CH2:16][N:15]([CH2:18][CH2:19][C:20]3[C:29]4[O:28][CH2:27][C:26]5=[C:30]([C:33]([O:35]CC)=O)[N:31]=[N:32][N:25]5[C:24]=4[CH:23]=[CH:22][CH:21]=3)[CH2:14][CH2:13]2)[N:3]=1.[OH-].[Li+].C[Si](C)(C)[NH:42][Si](C)(C)C.[ClH:49]. (3) The reactants are: [CH:1]1([C:4]2[C:5]([O:13][CH2:14][CH:15]3[CH2:17][CH2:16]3)=[CH:6][C:7]([C:10]([OH:12])=O)=[N:8][CH:9]=2)[CH2:3][CH2:2]1.[NH2:18][C@@H:19]([C:22]([CH3:25])([CH3:24])[CH3:23])[CH2:20]O. Given the product [C:22]([C@H:19]1[CH2:20][O:12][C:10]([C:7]2[CH:6]=[C:5]([O:13][CH2:14][CH:15]3[CH2:17][CH2:16]3)[C:4]([CH:1]3[CH2:2][CH2:3]3)=[CH:9][N:8]=2)=[N:18]1)([CH3:25])([CH3:24])[CH3:23], predict the reactants needed to synthesize it. (4) Given the product [CH3:21][S:22]([C:25]1[CH:30]=[CH:29][C:28]([N:31]2[C:5]([C:7]3[C:12](=[O:13])[CH:11]=[CH:10][N:9]([C:14]4[CH:19]=[CH:18][CH:17]=[CH:16][CH:15]=4)[N:8]=3)=[CH:4][CH:3]=[N:2]2)=[CH:27][CH:26]=1)(=[O:23])=[O:24], predict the reactants needed to synthesize it. The reactants are: C[N:2](C)/[CH:3]=[CH:4]/[C:5]([C:7]1[C:12](=[O:13])[CH:11]=[CH:10][N:9]([C:14]2[CH:19]=[CH:18][CH:17]=[CH:16][CH:15]=2)[N:8]=1)=O.[CH3:21][S:22]([C:25]1[CH:30]=[CH:29][C:28]([NH:31]N)=[CH:27][CH:26]=1)(=[O:24])=[O:23]. (5) Given the product [O:24]1[CH:25]=[CH:26][C:22]([NH:21][S:18]([C:14]2[CH:13]=[C:12]3[C:17](=[CH:16][CH:15]=2)[N:8]([C:6]2[CH:7]=[C:2]([CH2:37][C:36]([O:35][C:31]([CH3:34])([CH3:33])[CH3:32])=[O:39])[CH:3]=[CH:4][C:5]=2[O:28][CH3:29])[C:9](=[O:27])[CH:10]=[CH:11]3)(=[O:20])=[O:19])=[N:23]1, predict the reactants needed to synthesize it. The reactants are: Br[C:2]1[CH:3]=[CH:4][C:5]([O:28][CH3:29])=[C:6]([N:8]2[C:17]3[C:12](=[CH:13][C:14]([S:18]([NH:21][C:22]4[CH:26]=[CH:25][O:24][N:23]=4)(=[O:20])=[O:19])=[CH:15][CH:16]=3)[CH:11]=[CH:10][C:9]2=[O:27])[CH:7]=1.[Cl-].[C:31]([O:35][C:36](=[O:39])[CH2:37][Zn+])([CH3:34])([CH3:33])[CH3:32].